This data is from Reaction yield outcomes from USPTO patents with 853,638 reactions. The task is: Predict the reaction yield, written as a fraction of the theoretical maximum amount of product (1.0 means a 100% yield; for example, 0.34 means a 34% yield). (1) The reactants are [Br:1][C:2]1[C:10]([OH:11])=[CH:9][CH:8]=[C:7]2[C:3]=1[CH:4]=[C:5]([C:12]([O:14]CC)=[O:13])[NH:6]2.[OH-].[K+].[CH2:19](O)C. The catalyst is O. The product is [Br:1][C:2]1[C:10]([O:11][CH3:19])=[CH:9][CH:8]=[C:7]2[C:3]=1[CH:4]=[C:5]([C:12]([OH:14])=[O:13])[NH:6]2. The yield is 0.960. (2) The reactants are [F:1][C:2]([F:20])([F:19])[CH:3]1[CH2:8][CH2:7][CH:6]([O:9][C:10]2[CH:11]=[C:12]3[C:16](=[CH:17][CH:18]=2)[NH:15][CH2:14][CH2:13]3)[CH2:5][CH2:4]1.CCN(C(C)C)C(C)C.[Cl:30][CH2:31][C:32](Cl)=[O:33]. The catalyst is C(Cl)Cl. The product is [Cl:30][CH2:31][C:32]([N:15]1[C:16]2[C:12](=[CH:11][C:10]([O:9][CH:6]3[CH2:5][CH2:4][CH:3]([C:2]([F:1])([F:19])[F:20])[CH2:8][CH2:7]3)=[CH:18][CH:17]=2)[CH2:13][CH2:14]1)=[O:33]. The yield is 0.770. (3) The reactants are [H-].[H-].[H-].[H-].[Li+].[Al+3].C([O:9][C:10](=O)[CH:11]([CH2:17][C:18]([F:21])([F:20])[F:19])[CH2:12][C:13]([F:16])([F:15])[F:14])C. The catalyst is CCOCC. The product is [F:14][C:13]([F:15])([F:16])[CH2:12][CH:11]([CH2:17][C:18]([F:19])([F:20])[F:21])[CH2:10][OH:9]. The yield is 0.410. (4) The reactants are [NH2:1][C:2]1[C:10]2[C:5](=[CH:6][C:7]([O:11][C:12]3[C:21]4[CH2:20][N:19]([CH2:22][C:23]5[CH:28]=[CH:27][C:26]([O:29][CH3:30])=[CH:25][CH:24]=5)[C:18](=[O:31])[NH:17][C:16]=4[N:15]=[CH:14][CH:13]=3)=[CH:8][CH:9]=2)[N:4]([CH3:32])[N:3]=1.[F:33][C:34]1[CH:35]=[C:36]([CH:40]=[CH:41][CH:42]=1)[C:37](O)=[O:38].C(N(CC)C(C)C)(C)C. The catalyst is CN(C=O)C. The product is [F:33][C:34]1[CH:35]=[C:36]([CH:40]=[CH:41][CH:42]=1)[C:37]([NH:1][C:2]1[C:10]2[C:5](=[CH:6][C:7]([O:11][C:12]3[C:21]4[CH2:20][N:19]([CH2:22][C:23]5[CH:28]=[CH:27][C:26]([O:29][CH3:30])=[CH:25][CH:24]=5)[C:18](=[O:31])[NH:17][C:16]=4[N:15]=[CH:14][CH:13]=3)=[CH:8][CH:9]=2)[N:4]([CH3:32])[N:3]=1)=[O:38]. The yield is 0.260.